This data is from Reaction yield outcomes from USPTO patents with 853,638 reactions. The task is: Predict the reaction yield, written as a fraction of the theoretical maximum amount of product (1.0 means a 100% yield; for example, 0.34 means a 34% yield). (1) The reactants are [Br:1][C:2]1[CH:3]=[C:4]([CH:9]([C:11]#[N:12])[OH:10])[CH:5]=[CH:6][C:7]=1[F:8].[CH2:13]([OH:15])[CH3:14].[ClH:16]. The catalyst is CCOCC. The product is [ClH:16].[Br:1][C:2]1[CH:3]=[C:4]([CH:9]([OH:10])[C:11](=[NH:12])[O:15][CH2:13][CH3:14])[CH:5]=[CH:6][C:7]=1[F:8]. The yield is 0.620. (2) The reactants are [OH:1][C:2]12[C:13]3[C:8](=[CH:9][CH:10]=[CH:11][C:12]=3[N+:14]([O-])=O)[C:7](=[O:17])[C:6]1([NH:18][C:19](=[O:23])[C:20](=[O:22])[CH3:21])[C:5]1[CH:24]=[CH:25][C:26]([CH:28]([CH3:30])[CH3:29])=[CH:27][C:4]=1[O:3]2. The catalyst is C(O)C.O.Cl.[Fe]. The product is [NH2:14][C:12]1[CH:11]=[CH:10][CH:9]=[C:8]2[C:13]=1[C:2](=[O:1])[C:6]1([NH:18][C:19](=[O:23])[C:20](=[O:22])[CH3:21])[C:5]3[CH:24]=[CH:25][C:26]([CH:28]([CH3:29])[CH3:30])=[CH:27][C:4]=3[O:3][C:7]12[OH:17]. The yield is 0.380.